From a dataset of Forward reaction prediction with 1.9M reactions from USPTO patents (1976-2016). Predict the product of the given reaction. (1) The product is: [CH3:19][O:18][C@@H:5]([CH2:6][C:7]1[CH:8]=[CH:9][C:10]([O:13][CH2:14][C:15](=[O:17])[NH:29][CH2:28][CH2:27][C:23]2[CH:22]=[N:21][CH:26]=[CH:25][CH:24]=2)=[CH:11][CH:12]=1)[C:4]([OH:3])=[O:20]. Given the reactants C([O:3][C:4](=[O:20])[C@@H:5]([O:18][CH3:19])[CH2:6][C:7]1[CH:12]=[CH:11][C:10]([O:13][CH2:14][C:15]([OH:17])=O)=[CH:9][CH:8]=1)C.[N:21]1[CH:26]=[CH:25][CH:24]=[C:23]([CH2:27][CH2:28][NH2:29])[CH:22]=1, predict the reaction product. (2) The product is: [CH3:29][N:30]([CH2:32][CH:4]([C:5]1[CH:17]=[CH:16][C:8]([C:9]([O:11][C:12]([CH3:14])([CH3:15])[CH3:13])=[O:10])=[CH:7][CH:6]=1)[C:3]([O:2][CH3:1])=[O:18])[CH3:31]. Given the reactants [CH3:1][O:2][C:3](=[O:18])[CH2:4][C:5]1[CH:17]=[CH:16][C:8]([C:9]([O:11][C:12]([CH3:15])([CH3:14])[CH3:13])=[O:10])=[CH:7][CH:6]=1.C[Si](C)(C)[N-][Si](C)(C)C.[Li+].[CH3:29][N+:30]([CH3:32])=[CH2:31].[I-], predict the reaction product. (3) Given the reactants [F:1][C:2]1[CH:27]=[CH:26][C:5]2[NH:6][C:7]([C:9]3[CH:10]=[N:11][C:12]([NH:15][CH2:16][CH2:17][CH2:18][CH:19]4[CH2:24][CH2:23][N:22]([CH3:25])[CH2:21][CH2:20]4)=[N:13][CH:14]=3)=[N:8][C:4]=2[C:3]=1[CH3:28].CO.[CH3:31]C1C(C=O)=CN=C(NCCCC2CCN(C)CC2)N=1.FC1C(C)=C(N)C(N)=CC=1, predict the reaction product. The product is: [F:1][C:2]1[CH:27]=[CH:26][C:5]2[NH:6][C:7]([C:9]3[C:14]([CH3:31])=[N:13][C:12]([NH:15][CH2:16][CH2:17][CH2:18][CH:19]4[CH2:20][CH2:21][N:22]([CH3:25])[CH2:23][CH2:24]4)=[N:11][CH:10]=3)=[N:8][C:4]=2[C:3]=1[CH3:28]. (4) Given the reactants [C:1]([O:5][C@@H:6]([C:12]1[C:28]([CH3:29])=[CH:27][C:15]2[N:16]=[C:17]([C:19]3[C:24]([F:25])=[CH:23][N:22]=[C:21](Cl)[CH:20]=3)[S:18][C:14]=2[C:13]=1[C:30]1[CH:35]=[CH:34][C:33]([Cl:36])=[CH:32][CH:31]=1)[C:7]([O:9][CH2:10][CH3:11])=[O:8])([CH3:4])([CH3:3])[CH3:2].[CH3:37][N:38]1[C:46]2[C:41](=[CH:42][C:43](B(O)O)=[CH:44][CH:45]=2)[CH:40]=[N:39]1.C([O-])([O-])=O.[K+].[K+], predict the reaction product. The product is: [C:1]([O:5][C@@H:6]([C:12]1[C:28]([CH3:29])=[CH:27][C:15]2[N:16]=[C:17]([C:19]3[C:24]([F:25])=[CH:23][N:22]=[C:21]([C:43]4[CH:42]=[C:41]5[C:46](=[CH:45][CH:44]=4)[N:38]([CH3:37])[N:39]=[CH:40]5)[CH:20]=3)[S:18][C:14]=2[C:13]=1[C:30]1[CH:35]=[CH:34][C:33]([Cl:36])=[CH:32][CH:31]=1)[C:7]([O:9][CH2:10][CH3:11])=[O:8])([CH3:4])([CH3:2])[CH3:3]. (5) Given the reactants Cl[C:2]1[N:7]=[C:6]([NH2:8])[CH:5]=[N:4][CH:3]=1.[N:9]1[CH:14]=[CH:13][CH:12]=[C:11](B(O)O)[CH:10]=1.C(=O)([O-])[O-].[Cs+].[Cs+], predict the reaction product. The product is: [N:9]1[CH:14]=[CH:13][CH:12]=[C:11]([C:2]2[N:7]=[C:6]([NH2:8])[CH:5]=[N:4][CH:3]=2)[CH:10]=1.